From a dataset of Reaction yield outcomes from USPTO patents with 853,638 reactions. Predict the reaction yield, written as a fraction of the theoretical maximum amount of product (1.0 means a 100% yield; for example, 0.34 means a 34% yield). (1) The catalyst is N1CCCCC1. The product is [CH3:12][O:11][C:7](=[O:10])[CH2:8][CH2:9][S:3][CH2:2][C:1]([O:5][CH3:6])=[O:4]. The yield is 0.960. The reactants are [C:1]([O:5][CH3:6])(=[O:4])[CH2:2][SH:3].[C:7]([O:11][CH3:12])(=[O:10])[CH:8]=[CH2:9]. (2) The reactants are [F:1][C:2]1[CH:3]=[CH:4][C:5]2[NH:10]C(=O)[O:8][C:7](=O)[C:6]=2[CH:13]=1.[CH3:14][NH2:15]. The yield is 0.650. The product is [NH2:10][C:5]1[CH:4]=[CH:3][C:2]([F:1])=[CH:13][C:6]=1[C:7]([NH:15][CH3:14])=[O:8]. The catalyst is O1CCCC1. (3) The reactants are [C:1]([O:5][C:6]([N:8]([CH3:14])[C@@H:9]([CH3:13])[C:10]([OH:12])=O)=[O:7])([CH3:4])([CH3:3])[CH3:2].C(Cl)CCl.N1C2C(=NC=CC=2)N(O)N=1.[NH2:29][C@@H:30]([C:67]([CH3:70])([CH3:69])[CH3:68])[C:31]([N:33]1[C@H:42]([C:43]([N:45]([CH2:56][C:57]2[CH:66]=[CH:65][C:60]([C:61]([O:63][CH3:64])=[O:62])=[CH:59][CH:58]=2)[C@@H:46]([C:48]2[CH:53]=[CH:52][CH:51]=[C:50]([O:54][CH3:55])[CH:49]=2)[CH3:47])=[O:44])[CH2:41][C:40]2[C:35](=[CH:36][CH:37]=[CH:38][CH:39]=2)[CH2:34]1)=[O:32].C(O)(C(F)(F)F)=O.CN1CCOCC1. The catalyst is CN(C=O)C.C(OCC)(=O)C.[Cl-].[Na+].O. The product is [C:1]([O:5][C:6]([N:8]([CH3:14])[C@@H:9]([CH3:13])[C:10]([NH:29][C@@H:30]([C:67]([CH3:68])([CH3:70])[CH3:69])[C:31]([N:33]1[C@H:42]([C:43]([N:45]([CH2:56][C:57]2[CH:58]=[CH:59][C:60]([C:61]([O:63][CH3:64])=[O:62])=[CH:65][CH:66]=2)[C@@H:46]([C:48]2[CH:53]=[CH:52][CH:51]=[C:50]([O:54][CH3:55])[CH:49]=2)[CH3:47])=[O:44])[CH2:41][C:40]2[C:35](=[CH:36][CH:37]=[CH:38][CH:39]=2)[CH2:34]1)=[O:32])=[O:12])=[O:7])([CH3:2])([CH3:3])[CH3:4]. The yield is 0.680. (4) The reactants are [F:1][C:2]1[CH:7]=[CH:6][C:5]([N+:8]([O-:10])=[O:9])=[C:4](F)[C:3]=1[CH:12]=[CH2:13].[CH3:14][CH:15]([NH2:18])[CH:16]=[CH2:17].C(=O)([O-])[O-].[K+].[K+]. The catalyst is CN(C=O)C.C(O)C. The product is [F:1][C:2]1[C:3]([CH:12]=[CH2:13])=[C:4]([NH:18][CH:15]([CH3:14])[CH:16]=[CH2:17])[C:5]([N+:8]([O-:10])=[O:9])=[CH:6][CH:7]=1. The yield is 0.700.